Dataset: Tyrosyl-DNA phosphodiesterase HTS with 341,365 compounds. Task: Binary Classification. Given a drug SMILES string, predict its activity (active/inactive) in a high-throughput screening assay against a specified biological target. (1) The drug is O1CCN(CCNCc2cc3c(n([nH]c3C)c3ccccc3)nc2=O)CC1. The result is 0 (inactive). (2) The compound is S(=O)(=O)(Nc1cc(NS(=O)(=O)C)c(cc1)C)c1ccc(CC)cc1. The result is 0 (inactive).